This data is from Forward reaction prediction with 1.9M reactions from USPTO patents (1976-2016). The task is: Predict the product of the given reaction. (1) Given the reactants [Br:1][C:2]1[CH:3]=[C:4]([C:25](=[O:37])[NH:26][CH2:27][C:28]2[C:29](=[O:36])[NH:30][C:31]([CH3:35])=[CH:32][C:33]=2[CH3:34])[C:5]([CH3:24])=[C:6]([N:8]([CH3:23])[C@@H:9]2[CH2:14][CH2:13][C@H:12]([NH:15]C(=O)OC(C)(C)C)[CH2:11][CH2:10]2)[CH:7]=1.C(O)(C(F)(F)F)=O, predict the reaction product. The product is: [NH2:15][C@@H:12]1[CH2:11][CH2:10][C@H:9]([N:8]([CH3:23])[C:6]2[C:5]([CH3:24])=[C:4]([CH:3]=[C:2]([Br:1])[CH:7]=2)[C:25]([NH:26][CH2:27][C:28]2[C:29](=[O:36])[NH:30][C:31]([CH3:35])=[CH:32][C:33]=2[CH3:34])=[O:37])[CH2:14][CH2:13]1. (2) Given the reactants [NH2:1][CH2:2][CH2:3][C:4]1[CH:14]=[CH:13][C:7]([C:8]([O:10][CH2:11][CH3:12])=[O:9])=[CH:6][C:5]=1[N+:15]([O-:17])=[O:16].[Cl:18][C:19]1[CH:24]=[CH:23][C:22]([C:25]2[CH:30]=[CH:29][C:28]([C:31](O)=[O:32])=[CH:27][CH:26]=2)=[CH:21][CH:20]=1, predict the reaction product. The product is: [Cl:18][C:19]1[CH:20]=[CH:21][C:22]([C:25]2[CH:30]=[CH:29][C:28]([C:31]([NH:1][CH2:2][CH2:3][C:4]3[CH:14]=[CH:13][C:7]([C:8]([O:10][CH2:11][CH3:12])=[O:9])=[CH:6][C:5]=3[N+:15]([O-:17])=[O:16])=[O:32])=[CH:27][CH:26]=2)=[CH:23][CH:24]=1.